From a dataset of Merck oncology drug combination screen with 23,052 pairs across 39 cell lines. Regression. Given two drug SMILES strings and cell line genomic features, predict the synergy score measuring deviation from expected non-interaction effect. (1) Drug 2: Cc1nc(Nc2ncc(C(=O)Nc3c(C)cccc3Cl)s2)cc(N2CCN(CCO)CC2)n1. Cell line: KPL1. Synergy scores: synergy=19.3. Drug 1: O=C(O)C1(Cc2cccc(Nc3nccs3)n2)CCC(Oc2cccc(Cl)c2F)CC1. (2) Drug 1: COc1cc(C2c3cc4c(cc3C(OC3OC5COC(C)OC5C(O)C3O)C3COC(=O)C23)OCO4)cc(OC)c1O. Drug 2: COC1=C2CC(C)CC(OC)C(O)C(C)C=C(C)C(OC(N)=O)C(OC)C=CC=C(C)C(=O)NC(=CC1=O)C2=O. Cell line: NCIH520. Synergy scores: synergy=8.52. (3) Cell line: VCAP. Drug 1: CCC1=CC2CN(C1)Cc1c([nH]c3ccccc13)C(C(=O)OC)(c1cc3c(cc1OC)N(C)C1C(O)(C(=O)OC)C(OC(C)=O)C4(CC)C=CCN5CCC31C54)C2. Synergy scores: synergy=-21.4. Drug 2: O=C(O)C1(Cc2cccc(Nc3nccs3)n2)CCC(Oc2cccc(Cl)c2F)CC1. (4) Drug 1: O=S1(=O)NC2(CN1CC(F)(F)F)C1CCC2Cc2cc(C=CCN3CCC(C(F)(F)F)CC3)ccc2C1. Drug 2: C#Cc1cccc(Nc2ncnc3cc(OCCOC)c(OCCOC)cc23)c1. Cell line: EFM192B. Synergy scores: synergy=3.29. (5) Drug 1: COC12C(COC(N)=O)C3=C(C(=O)C(C)=C(N)C3=O)N1CC1NC12. Drug 2: O=C(CCCCCCC(=O)Nc1ccccc1)NO. Cell line: KPL1. Synergy scores: synergy=0.841. (6) Drug 1: O=P1(N(CCCl)CCCl)NCCCO1. Drug 2: O=C(O)C1(Cc2cccc(Nc3nccs3)n2)CCC(Oc2cccc(Cl)c2F)CC1. Cell line: PA1. Synergy scores: synergy=3.59. (7) Drug 1: N.N.O=C(O)C1(C(=O)O)CCC1.[Pt]. Drug 2: NC(=O)c1cccc2cn(-c3ccc(C4CCCNC4)cc3)nc12. Cell line: NCIH1650. Synergy scores: synergy=10.8. (8) Drug 1: CN1C(=O)C=CC2(C)C3CCC4(C)C(NC(=O)OCC(F)(F)F)CCC4C3CCC12. Drug 2: Cn1c(=O)n(-c2ccc(C(C)(C)C#N)cc2)c2c3cc(-c4cnc5ccccc5c4)ccc3ncc21. Cell line: LNCAP. Synergy scores: synergy=103.